From a dataset of Reaction yield outcomes from USPTO patents with 853,638 reactions. Predict the reaction yield, written as a fraction of the theoretical maximum amount of product (1.0 means a 100% yield; for example, 0.34 means a 34% yield). (1) The reactants are [Cl:1][C:2]1[CH:3]=[C:4]([NH2:20])[CH:5]=[C:6]([Cl:19])[C:7]=1[S:8][C:9]1[CH:18]=[CH:17][C:16]2[C:11](=[CH:12][CH:13]=[CH:14][CH:15]=2)[CH:10]=1.N1C=CC=CC=1.[Cl:27][C:28]1[CH:33]=[C:32]([Cl:34])[CH:31]=[CH:30][C:29]=1[S:35](Cl)(=[O:37])=[O:36].Cl. The catalyst is C1COCC1. The product is [Cl:27][C:28]1[CH:33]=[C:32]([Cl:34])[CH:31]=[CH:30][C:29]=1[S:35]([NH:20][C:4]1[CH:3]=[C:2]([Cl:1])[C:7]([S:8][C:9]2[CH:18]=[CH:17][C:16]3[C:11](=[CH:12][CH:13]=[CH:14][CH:15]=3)[CH:10]=2)=[C:6]([Cl:19])[CH:5]=1)(=[O:37])=[O:36]. The yield is 0.490. (2) The reactants are [N:1]12[CH2:7][C:4]([C:8]([C:16]3[CH:21]=[CH:20][CH:19]=[CH:18][CH:17]=3)([C:10]3[CH:15]=[CH:14][CH:13]=[CH:12][CH:11]=3)[OH:9])([CH2:5][CH2:6]1)[CH2:3][CH2:2]2.[C:22]1([CH2:28][O:29][CH2:30][CH2:31][CH2:32][Br:33])[CH:27]=[CH:26][CH:25]=[CH:24][CH:23]=1. The catalyst is CC#N. The product is [Br-:33].[OH:9][C:8]([C:16]1[CH:21]=[CH:20][CH:19]=[CH:18][CH:17]=1)([C:10]1[CH:15]=[CH:14][CH:13]=[CH:12][CH:11]=1)[C:4]12[CH2:7][N+:1]([CH2:32][CH2:31][CH2:30][O:29][CH2:28][C:22]3[CH:27]=[CH:26][CH:25]=[CH:24][CH:23]=3)([CH2:6][CH2:5]1)[CH2:2][CH2:3]2. The yield is 0.530. (3) The reactants are [CH:1]1[C:13]2[N:12]([C:14]3[CH:19]=[CH:18][C:17]([C:20](=O)[CH3:21])=[CH:16][CH:15]=3)[C:11]3[C:6](=[CH:7][CH:8]=[CH:9][CH:10]=3)[C:5]=2[CH:4]=[CH:3][CH:2]=1.[Br:23][C:24]1[CH:29]=[CH:28][C:27]([CH:30]=O)=[CH:26][CH:25]=1.P([O-])(O[C:35]1[CH:40]=[CH:39][CH:38]=[CH:37][CH:36]=1)(O[C:35]1[CH:40]=[CH:39][CH:38]=[CH:37][CH:36]=1)=O.C1C(O)=CC=CC=1C.C([N:59](CC)CC)C.CO. No catalyst specified. The product is [Br:23][C:24]1[CH:29]=[CH:28][C:27]([C:30]2[C:40]3[C:35](=[CH:36][CH:37]=[CH:38][CH:39]=3)[N:59]=[C:20]([C:17]3[CH:16]=[CH:15][C:14]([N:12]4[C:11]5[CH:10]=[CH:9][CH:8]=[CH:7][C:6]=5[C:5]5[C:13]4=[CH:1][CH:2]=[CH:3][CH:4]=5)=[CH:19][CH:18]=3)[CH:21]=2)=[CH:26][CH:25]=1. The yield is 0.812.